This data is from Full USPTO retrosynthesis dataset with 1.9M reactions from patents (1976-2016). The task is: Predict the reactants needed to synthesize the given product. (1) Given the product [NH:1]1[C:9]2[C:4](=[CH:5][CH:6]=[CH:7][CH:8]=2)[CH:3]([CH2:10][CH2:11][CH2:12][CH2:13][CH2:14][CH2:15][NH:16][C:17]([NH:19][CH2:20][C:21]2[CH:22]=[N:23][CH:24]=[CH:25][CH:26]=2)=[O:18])[CH2:2]1, predict the reactants needed to synthesize it. The reactants are: [NH:1]1[C:9]2[C:4](=[CH:5][CH:6]=[CH:7][CH:8]=2)[C:3]([CH2:10][CH2:11][CH2:12][CH2:13][CH2:14][CH2:15][NH:16][C:17]([NH:19][CH2:20][C:21]2[CH:22]=[N:23][CH:24]=[CH:25][CH:26]=2)=[O:18])=[CH:2]1.[BH3-]C#N.[Na+]. (2) Given the product [Br:1][C:2]1[CH:10]=[CH:9][C:5]([C:6]2[CH2:13][CH:12]([CH2:11][OH:14])[O:8][N:7]=2)=[CH:4][CH:3]=1, predict the reactants needed to synthesize it. The reactants are: [Br:1][C:2]1[CH:10]=[CH:9][C:5]([CH:6]=[N:7][OH:8])=[CH:4][CH:3]=1.[CH2:11]([OH:14])[CH:12]=[CH2:13]. (3) Given the product [C:24]1([C:4]2[C:5]3[Se:6][C:7]4[CH:13]=[CH:12][CH:11]=[CH:10][C:8]=4[C:9]=3[CH:1]=[CH:2][CH:3]=2)[CH:29]=[CH:28][CH:27]=[CH:26][CH:25]=1, predict the reactants needed to synthesize it. The reactants are: [CH:1]1[C:9]2[C:8]3[CH:10]=[CH:11][CH:12]=[CH:13][C:7]=3[Se:6][C:5]=2[C:4](B2OC(C)(C)C(C)(C)O2)=[CH:3][CH:2]=1.I[C:24]1[CH:29]=[CH:28][CH:27]=[CH:26][CH:25]=1.C([O-])([O-])=O.[K+].[K+].